The task is: Predict the reactants needed to synthesize the given product.. This data is from Full USPTO retrosynthesis dataset with 1.9M reactions from patents (1976-2016). Given the product [CH3:58][O:57][C:36]1[C:37]([NH:40][C:41](=[O:56])[C:42]2[CH:47]=[CH:46][CH:45]=[C:44]([S:48]([N:51]3[CH2:52][CH2:53][CH2:54][CH2:55]3)(=[O:50])=[O:49])[CH:43]=2)=[N:38][CH:39]=[C:34]([O:7][C:1]2[CH:6]=[CH:5][CH:4]=[CH:3][CH:2]=2)[CH:35]=1, predict the reactants needed to synthesize it. The reactants are: [C:1]1([OH:7])[CH:6]=[CH:5][CH:4]=[CH:3][CH:2]=1.C(=O)([O-])[O-].[Cs+].[Cs+].CC(C)(C(=O)CC(=O)C(C)(C)C)C.CN1CCCC1.Br[C:34]1[CH:35]=[C:36]([O:57][CH3:58])[C:37]([NH:40][C:41](=[O:56])[C:42]2[CH:47]=[CH:46][CH:45]=[C:44]([S:48]([N:51]3[CH2:55][CH2:54][CH2:53][CH2:52]3)(=[O:50])=[O:49])[CH:43]=2)=[N:38][CH:39]=1.